From a dataset of CYP1A2 inhibition data for predicting drug metabolism from PubChem BioAssay. Regression/Classification. Given a drug SMILES string, predict its absorption, distribution, metabolism, or excretion properties. Task type varies by dataset: regression for continuous measurements (e.g., permeability, clearance, half-life) or binary classification for categorical outcomes (e.g., BBB penetration, CYP inhibition). Dataset: cyp1a2_veith. (1) The molecule is O=C(c1cnc(N2CCN(c3ncccn3)CC2)c2ccccc12)N1CCN(c2ncccn2)CC1. The result is 0 (non-inhibitor). (2) The molecule is Cc1noc(C)c1C(=O)N1CCC2(CCCN(Cc3nccs3)C2)CC1. The result is 0 (non-inhibitor). (3) The drug is N#Cc1ccc(Oc2nc(C(N)=O)cc(-c3ccccc3)n2)cc1. The result is 1 (inhibitor). (4) The drug is COc1ccccc1CN1CC[C@@]2(CCCN(C(C)=O)C2)C1. The result is 0 (non-inhibitor). (5) The molecule is CC(=O)O[C@H]1C2=CO[C@H](C)[C@H]3[C@H]4C5=C([C@H](O)[C@H]6O[C@@H]6C5=O)[C@H](O[C@H]4C)[C@@]23C(=O)[C@H]2O[C@@H]21. The result is 0 (non-inhibitor). (6) The drug is c1ccc(B2OC[C@@H]([C@H]3OB(c4ccccc4)O[C@H]4COB(c5ccccc5)O[C@H]43)O2)cc1. The result is 0 (non-inhibitor). (7) The molecule is CCCc1cc2c(n1Cc1ccco1)C(C)C1CN(C(=O)c3ccccc3)C(C)(C(=O)OC)C21. The result is 0 (non-inhibitor).